This data is from Full USPTO retrosynthesis dataset with 1.9M reactions from patents (1976-2016). The task is: Predict the reactants needed to synthesize the given product. (1) Given the product [C:1]1([S:7]([C:10]2[CH:15]=[CH:14][CH:13]=[CH:12][C:11]=2[NH:16][C:39](=[O:40])[C:38]([C:30]2[CH:29]=[C:28]([C:27]([F:26])([F:44])[F:45])[CH:33]=[C:32]([C:34]([F:35])([F:36])[F:37])[CH:31]=2)([CH3:43])[CH3:42])(=[O:9])=[O:8])[CH:2]=[CH:3][CH:4]=[CH:5][CH:6]=1, predict the reactants needed to synthesize it. The reactants are: [C:1]1([S:7]([C:10]2[CH:15]=[CH:14][CH:13]=[CH:12][C:11]=2[NH2:16])(=[O:9])=[O:8])[CH:6]=[CH:5][CH:4]=[CH:3][CH:2]=1.C(N(C(C)C)C(C)C)C.[F:26][C:27]([F:45])([F:44])[C:28]1[CH:29]=[C:30]([C:38]([CH3:43])([CH3:42])[C:39](Cl)=[O:40])[CH:31]=[C:32]([C:34]([F:37])([F:36])[F:35])[CH:33]=1. (2) Given the product [N+:1]([C:4]1[CH:23]=[CH:22][C:7]([C:8]([O:10][C@H:11]2[C:15]3[N:16]=[CH:17][N:18]=[C:19]([N:38]4[C:39]5[C:44](=[C:43]([CH2:45][NH:46][C:47]([O:48][C:49]([CH3:52])([CH3:51])[CH3:50])=[O:53])[C:42]([Cl:54])=[CH:41][CH:40]=5)[C:34]5([CH2:35][CH2:36][N:31]([CH2:24][C:25]6[CH:26]=[CH:27][CH:28]=[CH:29][CH:30]=6)[CH2:32][CH2:33]5)[CH2:37]4)[C:14]=3[C@H:13]([CH3:21])[CH2:12]2)=[O:9])=[CH:6][CH:5]=1)([O-:3])=[O:2], predict the reactants needed to synthesize it. The reactants are: [N+:1]([C:4]1[CH:23]=[CH:22][C:7]([C:8]([O:10][C@H:11]2[C:15]3[N:16]=[CH:17][N:18]=[C:19](Cl)[C:14]=3[C@H:13]([CH3:21])[CH2:12]2)=[O:9])=[CH:6][CH:5]=1)([O-:3])=[O:2].[CH2:24]([N:31]1[CH2:36][CH2:35][C:34]2([C:44]3[C:39](=[CH:40][CH:41]=[C:42]([Cl:54])[C:43]=3[CH2:45][NH:46][C:47](=[O:53])[O:48][C:49]([CH3:52])([CH3:51])[CH3:50])[NH:38][CH2:37]2)[CH2:33][CH2:32]1)[C:25]1[CH:30]=[CH:29][CH:28]=[CH:27][CH:26]=1.